Dataset: Full USPTO retrosynthesis dataset with 1.9M reactions from patents (1976-2016). Task: Predict the reactants needed to synthesize the given product. (1) Given the product [NH2:3][C:4]1[CH:9]=[CH:8][C:7]([C:10]2[CH2:11][C@@H:12]3[N:18]([CH:19]=2)[C:17](=[O:20])[C:16]2[CH:21]=[C:22]([O:64][CH3:65])[C:23]([O:25][CH2:26][CH2:27][CH2:28][O:29][C:30]4[C:61]([O:62][CH3:63])=[CH:60][C:33]5[C:34](=[O:59])[N:35]6[CH:50]=[C:49]([C:51]7[CH:52]=[CH:53][C:54]([O:57][CH3:58])=[CH:55][CH:56]=7)[CH2:48][C@H:36]6[CH:37]=[N:38][C:32]=5[CH:31]=4)=[CH:24][C:15]=2[N:14]=[CH:13]3)=[CH:6][CH:5]=1, predict the reactants needed to synthesize it. The reactants are: [Li+].[BH4-].[NH2:3][C:4]1[CH:9]=[CH:8][C:7]([C:10]2[CH2:11][C@@H:12]3[N:18]([CH:19]=2)[C:17](=[O:20])[C:16]2[CH:21]=[C:22]([O:64][CH3:65])[C:23]([O:25][CH2:26][CH2:27][CH2:28][O:29][C:30]4[C:61]([O:62][CH3:63])=[CH:60][C:33]5[C:34](=[O:59])[N:35]6[CH:50]=[C:49]([C:51]7[CH:56]=[CH:55][C:54]([O:57][CH3:58])=[CH:53][CH:52]=7)[CH2:48][C@H:36]6[C:37](=O)[N:38](COCC[Si](C)(C)C)[C:32]=5[CH:31]=4)=[CH:24][C:15]=2[N:14](COCC[Si](C)(C)C)[C:13]3=O)=[CH:6][CH:5]=1.CCO. (2) Given the product [Cl:1][C:2]1[CH:3]=[CH:4][C:5]([O:28][CH3:29])=[C:6]([NH:8][S:9]([C:12]2[C:21]3[CH2:20][CH2:19][C@H:18]([N:22]([CH2:23][CH2:24][F:25])[CH2:32][CH3:33])[CH2:17][C:16]=3[C:15]([O:26][CH3:27])=[CH:14][CH:13]=2)(=[O:11])=[O:10])[CH:7]=1, predict the reactants needed to synthesize it. The reactants are: [Cl:1][C:2]1[CH:3]=[CH:4][C:5]([O:28][CH3:29])=[C:6]([NH:8][S:9]([C:12]2[C:21]3[CH2:20][CH2:19][C@H:18]([NH:22][CH2:23][CH2:24][F:25])[CH2:17][C:16]=3[C:15]([O:26][CH3:27])=[CH:14][CH:13]=2)(=[O:11])=[O:10])[CH:7]=1.C=O.[C:32](O)(=O)[CH3:33].[BH3-]C#N.[Na+]. (3) Given the product [CH2:14]([O:16][C:17]1[CH:18]=[C:19]2[C:24](=[C:25]3[CH2:29][C:28]([CH3:30])([CH3:31])[O:27][C:26]=13)[C:23]([C:32]1[CH:33]=[C:34]([CH:38]=[CH:39][CH:40]=1)[C:35]([NH:4][CH3:2])=[O:37])=[N:22][C:21]([CH3:41])([CH3:42])[CH2:20]2)[CH3:15], predict the reactants needed to synthesize it. The reactants are: Cl.[CH2:2]([N:4]=C=NCCCN(C)C)C.Cl.[CH2:14]([O:16][C:17]1[CH:18]=[C:19]2[C:24](=[C:25]3[CH2:29][C:28]([CH3:31])([CH3:30])[O:27][C:26]=13)[C:23]([C:32]1[CH:33]=[C:34]([CH:38]=[CH:39][CH:40]=1)[C:35]([OH:37])=O)=[N:22][C:21]([CH3:42])([CH3:41])[CH2:20]2)[CH3:15].O.ON1C2C=CC=CC=2N=N1.CN.CO. (4) Given the product [Cl:8][C:9]1[C:10]([NH:24][CH2:25][CH:26]2[CH2:31][CH2:30][NH:29][CH2:28][CH2:27]2)=[CH:11][C:12]([NH:15][C:16]2[N:17]=[CH:18][C:19]([C:22]#[N:23])=[N:20][CH:21]=2)=[N:13][CH:14]=1, predict the reactants needed to synthesize it. The reactants are: FC(F)(F)C(O)=O.[Cl:8][C:9]1[C:10]([NH:24][CH2:25][CH:26]2[CH2:31][CH2:30][N:29](C(OC(C)(C)C)=O)[CH2:28][CH2:27]2)=[CH:11][C:12]([NH:15][C:16]2[CH:21]=[N:20][C:19]([C:22]#[N:23])=[CH:18][N:17]=2)=[N:13][CH:14]=1. (5) Given the product [S:1]1[C:5]2[CH2:6][N:7]([C:10]([O:12][C:13]([CH3:16])([CH3:15])[CH3:14])=[O:11])[CH2:8][CH2:9][C:4]=2[CH:3]=[C:2]1[C:25]([O:24][CH2:22][CH3:23])=[O:26], predict the reactants needed to synthesize it. The reactants are: [S:1]1[C:5]2[CH2:6][N:7]([C:10]([O:12][C:13]([CH3:16])([CH3:15])[CH3:14])=[O:11])[CH2:8][CH2:9][C:4]=2[CH:3]=[CH:2]1.C([Li])CCC.[CH2:22]([O:24][C:25](Cl)=[O:26])[CH3:23]. (6) Given the product [CH2:31]([N:7]([CH3:6])[C:8]([C@H:10]([NH:12][C:13]([C:15]1[C:19]([Br:20])=[C:18]([NH:21][C:22](=[O:30])[C:23]2[CH:28]=[CH:27][CH:26]=[CH:25][C:24]=2[Cl:29])[NH:17][N:16]=1)=[O:14])[CH3:11])=[O:9])[CH3:3], predict the reactants needed to synthesize it. The reactants are: N1C=C[CH:3]=N1.[CH3:6][N:7]([CH3:31])[C:8]([C@H:10]([NH:12][C:13]([C:15]1[C:19]([Br:20])=[C:18]([NH:21][C:22](=[O:30])[C:23]2[CH:28]=[CH:27][CH:26]=[CH:25][C:24]=2[Cl:29])[NH:17][N:16]=1)=[O:14])[CH3:11])=[O:9].